Dataset: Full USPTO retrosynthesis dataset with 1.9M reactions from patents (1976-2016). Task: Predict the reactants needed to synthesize the given product. Given the product [CH3:5][C:6]1([CH3:18])[CH2:11][CH:10]([N:12]2[CH2:16][CH2:15][N:14]([C:1]([Cl:4])=[O:2])[C:13]2=[O:17])[CH2:9][CH2:8][O:7]1, predict the reactants needed to synthesize it. The reactants are: [C:1]([Cl:4])(Cl)=[O:2].[CH3:5][C:6]1([CH3:18])[CH2:11][CH:10]([N:12]2[CH2:16][CH2:15][NH:14][C:13]2=[O:17])[CH2:9][CH2:8][O:7]1.N1C=CC=CC=1.